This data is from Catalyst prediction with 721,799 reactions and 888 catalyst types from USPTO. The task is: Predict which catalyst facilitates the given reaction. (1) Reactant: [H-].[H-].[H-].[H-].[Li+].[Al+3].[CH2:7]=[C:8]1[CH2:13][CH2:12][C:11]([C:19](OCC)=[O:20])([C:14](OCC)=[O:15])[CH2:10][CH2:9]1. Product: [OH:15][CH2:14][C:11]1([CH2:19][OH:20])[CH2:12][CH2:13][C:8](=[CH2:7])[CH2:9][CH2:10]1. The catalyst class is: 28. (2) Reactant: [C:1]1([CH3:21])[CH:6]=[C:5]([CH3:7])[CH:4]=[C:3]([CH3:8])[C:2]=1[N:9]=[N:10][NH:11][C:12]1[C:17]([CH3:18])=[CH:16][C:15]([CH3:19])=[CH:14][C:13]=1[CH3:20].[F:22][P-:23]([F:28])([F:27])([F:26])([F:25])[F:24].[K+].[CH:30](Br)=[CH2:31].ClOC(C)(C)C. Product: [F:22][P-:23]([F:28])([F:27])([F:26])([F:25])[F:24].[CH3:21][C:1]1[CH:6]=[C:5]([CH3:7])[CH:4]=[C:3]([CH3:8])[C:2]=1[NH+:9]1[CH:31]=[CH:30][N:11]([C:12]2[C:13]([CH3:20])=[CH:14][C:15]([CH3:19])=[CH:16][C:17]=2[CH3:18])[NH:10]1. The catalyst class is: 4. (3) Reactant: [CH3:1][O:2][C:3]1[CH:14]=[CH:13][C:6]([CH2:7][S:8][CH2:9][C:10]([OH:12])=O)=[CH:5][CH:4]=1.C1(N=C=NC2CCCCC2)CCCCC1.[C:30]1([C@H:36]2[CH2:40][O:39][C:38](=[O:41])[NH:37]2)[CH:35]=[CH:34][CH:33]=[CH:32][CH:31]=1. Product: [CH3:1][O:2][C:3]1[CH:4]=[CH:5][C:6]([CH2:7][S:8][CH2:9][C:10]([N:37]2[C@@H:36]([C:30]3[CH:35]=[CH:34][CH:33]=[CH:32][CH:31]=3)[CH2:40][O:39][C:38]2=[O:41])=[O:12])=[CH:13][CH:14]=1. The catalyst class is: 172. (4) Reactant: [CH3:1][N:2]([CH3:30])[CH2:3][CH2:4][NH:5][C:6]([C:8]1[CH:9]=[C:10]([CH:14]2[C:23]([CH3:25])([CH3:24])[CH2:22][C:21]3[C:16](=[CH:17][CH:18]=[C:19]([C:26]([O:28]C)=[O:27])[CH:20]=3)[NH:15]2)[CH:11]=[CH:12][CH:13]=1)=[O:7].[OH-].[Na+]. Product: [CH3:30][N:2]([CH3:1])[CH2:3][CH2:4][NH:5][C:6]([C:8]1[CH:9]=[C:10]([CH:14]2[C:23]([CH3:25])([CH3:24])[CH2:22][C:21]3[C:16](=[CH:17][CH:18]=[C:19]([C:26]([OH:28])=[O:27])[CH:20]=3)[NH:15]2)[CH:11]=[CH:12][CH:13]=1)=[O:7]. The catalyst class is: 5. (5) Reactant: [Al+3].[Cl-].[Cl-].[Cl-].C(O[C:9](=[O:11])[CH3:10])(=O)C.[C:12]1([S:18]([N:21]2[C:29]3[C:24](=[CH:25][CH:26]=[CH:27][CH:28]=3)[CH2:23][CH2:22]2)(=[O:20])=[O:19])[CH:17]=[CH:16][CH:15]=[CH:14][CH:13]=1. Product: [C:12]1([S:18]([N:21]2[C:29]3[C:24](=[CH:25][C:26]([C:9](=[O:11])[CH3:10])=[CH:27][CH:28]=3)[CH2:23][CH2:22]2)(=[O:20])=[O:19])[CH:13]=[CH:14][CH:15]=[CH:16][CH:17]=1. The catalyst class is: 2. (6) Reactant: [CH:1]1([NH:4][C:5]([C:7]2[N:8]=[N:9][N:10]([C:13]3[CH:18]=[CH:17][C:16]([C:19]([NH:21][CH2:22][CH3:23])=[O:20])=[CH:15][C:14]=3[OH:24])[C:11]=2[CH3:12])=[O:6])[CH2:3][CH2:2]1.Br[CH2:26][CH2:27][CH2:28][CH2:29][CH2:30][F:31].C(=O)([O-])[O-].[K+].[K+].O. The catalyst class is: 3. Product: [CH:1]1([NH:4][C:5]([C:7]2[N:8]=[N:9][N:10]([C:13]3[CH:18]=[CH:17][C:16]([C:19]([NH:21][CH2:22][CH3:23])=[O:20])=[CH:15][C:14]=3[O:24][CH2:26][CH2:27][CH2:28][CH2:29][CH2:30][F:31])[C:11]=2[CH3:12])=[O:6])[CH2:3][CH2:2]1. (7) Reactant: C(=O)(O)[O-].[Na+].[NH2:6][C:7]1[CH:15]=[CH:14][CH:13]=[C:12]([CH3:16])[C:8]=1[C:9]([OH:11])=[O:10].[CH3:17][C:18]1[O:22][C:21]([C:23]2[CH:28]=[CH:27][CH:26]=[CH:25][CH:24]=2)=[N:20][C:19]=1[CH2:29][O:30][C:31]1[CH:36]=[CH:35][C:34]([S:37](Cl)(=[O:39])=[O:38])=[CH:33][CH:32]=1. Product: [CH3:16][C:12]1[CH:13]=[CH:14][CH:15]=[C:7]([NH:6][S:37]([C:34]2[CH:35]=[CH:36][C:31]([O:30][CH2:29][C:19]3[N:20]=[C:21]([C:23]4[CH:24]=[CH:25][CH:26]=[CH:27][CH:28]=4)[O:22][C:18]=3[CH3:17])=[CH:32][CH:33]=2)(=[O:38])=[O:39])[C:8]=1[C:9]([OH:11])=[O:10]. The catalyst class is: 20.